This data is from Full USPTO retrosynthesis dataset with 1.9M reactions from patents (1976-2016). The task is: Predict the reactants needed to synthesize the given product. (1) Given the product [CH2:19]([N:8]([CH2:1][C:2]1[CH:3]=[CH:4][CH:5]=[CH:6][CH:7]=1)[C:9]1[CH:10]=[C:11]([CH3:18])[C:12]([CH:13]2[O:28][CH2:27][CH2:26][O:14]2)=[CH:15][C:16]=1[CH3:17])[C:20]1[CH:21]=[CH:22][CH:23]=[CH:24][CH:25]=1, predict the reactants needed to synthesize it. The reactants are: [CH2:1]([N:8]([CH2:19][C:20]1[CH:25]=[CH:24][CH:23]=[CH:22][CH:21]=1)[C:9]1[C:16]([CH3:17])=[CH:15][C:12]([CH:13]=[O:14])=[C:11]([CH3:18])[CH:10]=1)[C:2]1[CH:7]=[CH:6][CH:5]=[CH:4][CH:3]=1.[CH2:26](O)[CH2:27][OH:28].C1(C)C=CC(S(O)(=O)=O)=CC=1.S([O-])([O-])(=O)=O.[Mg+2]. (2) Given the product [NH2:13][C:12]1[CH:11]=[CH:10][C:7]([C:8]#[N:9])=[CH:6][C:5]=1[O:4][CH:3]([CH2:2][F:1])[CH2:16][F:17], predict the reactants needed to synthesize it. The reactants are: [F:1][CH2:2][CH:3]([CH2:16][F:17])[O:4][C:5]1[CH:6]=[C:7]([CH:10]=[CH:11][C:12]=1[N+:13]([O-])=O)[C:8]#[N:9].O.O.[Sn](Cl)Cl.C(O)C. (3) Given the product [F:1][C:2]1[C:10]([NH:11][C:22](=[O:23])[CH2:21][O:20][CH3:19])=[CH:9][C:8]2[C:4](=[CH:5][C:6](=[O:12])[N:7]=2)[CH:3]=1, predict the reactants needed to synthesize it. The reactants are: [F:1][C:2]1[CH:3]=[C:4]2[C:8](=[CH:9][C:10]=1[NH2:11])[NH:7][C:6](=[O:12])[CH2:5]2.N1C=CC=CC=1.[CH3:19][O:20][CH2:21][C:22](Cl)=[O:23]. (4) Given the product [CH3:3][O:12][C:11]([C:7]1[NH:6][CH:10]=[CH:9][CH:8]=1)=[O:13], predict the reactants needed to synthesize it. The reactants are: Cl[Si](C)(C)[CH3:3].[NH:6]1[CH:10]=[CH:9][CH:8]=[C:7]1[C:11]([OH:13])=[O:12]. (5) Given the product [F:56][C:57]1[CH:64]=[CH:63][C:60]([CH2:61][NH:62][C:24]([C:11]2[N:12]=[C:13]([CH:18]3[CH2:23][CH2:22][CH2:21][CH2:20][N:19]3[CH3:28])[N:14]([CH3:17])[C:15](=[O:16])[C:10]=2[OH:9])=[O:26])=[CH:59][CH:58]=1, predict the reactants needed to synthesize it. The reactants are: C([O:9][C:10]1[C:15](=[O:16])[N:14]([CH3:17])[C:13]([CH:18]2[CH2:23][CH2:22][CH2:21][CH2:20][NH:19]2)=[N:12][C:11]=1[C:24]([O:26]C)=O)(=O)C1C=CC=CC=1.[CH2:28](OC(N1CCCCC1C(O)=O)=O)C1C=CC=CC=1.C(N(CC)CC)C.CI.[F:56][C:57]1[CH:64]=[CH:63][C:60]([CH2:61][NH2:62])=[CH:59][CH:58]=1.